This data is from Forward reaction prediction with 1.9M reactions from USPTO patents (1976-2016). The task is: Predict the product of the given reaction. (1) Given the reactants [CH3:1][O:2][C:3]1[CH:15]=[CH:14][C:6]2[NH:7][C:8]([S:10]([CH3:13])(=O)=O)=[N:9][C:5]=2[CH:4]=1.SC1[C:22]2[NH:23][C:24](=[O:26])[NH:25][C:21]=2[CH:20]=[C:19]([C:27]([OH:29])=[O:28])[CH:18]=1, predict the reaction product. The product is: [CH3:1][O:2][C:3]1[CH:15]=[CH:14][C:6]2[NH:7][C:8]([S:10][C:13]3[C:22]4[NH:23][C:24](=[O:26])[NH:25][C:21]=4[CH:20]=[C:19]([C:27]([OH:29])=[O:28])[CH:18]=3)=[N:9][C:5]=2[CH:4]=1. (2) Given the reactants FC(F)(F)C(O)=O.[CH3:8][N:9]1[CH2:14][CH2:13][N:12]([C:15](=[O:29])/[CH:16]=[CH:17]/[C:18]2[CH:23]=[CH:22][C:21](/[CH:24]=[CH:25]/[C:26](O)=[O:27])=[CH:20][CH:19]=2)[CH2:11][CH2:10]1.C(Cl)CCl.C1C=CC2[N:42]([OH:43])N=NC=2C=1.NOC1CCCCO1, predict the reaction product. The product is: [OH:43][NH:42][C:26](=[O:27])/[CH:25]=[CH:24]/[C:21]1[CH:22]=[CH:23][C:18](/[CH:17]=[CH:16]/[C:15]([N:12]2[CH2:13][CH2:14][N:9]([CH3:8])[CH2:10][CH2:11]2)=[O:29])=[CH:19][CH:20]=1. (3) Given the reactants [C:1]1([CH3:9])[CH:6]=[CH:5][C:4]([C:7]#[N:8])=[CH:3][CH:2]=1.[OH:10]N1C(=O)N(O)C(=O)N(O)[C:12]1=[O:21].[O:22]=O, predict the reaction product. The product is: [C:7]([C:4]1[CH:5]=[CH:6][C:1]([C:12]([OH:21])=[O:22])=[CH:2][CH:3]=1)#[N:8].[C:7]([C:4]1[CH:5]=[CH:6][C:1]([CH:9]=[O:10])=[CH:2][CH:3]=1)#[N:8]. (4) Given the reactants [Br:1][C:2]1[CH:3]=[C:4]2[N:10]=[C:9]([C:11]3[CH:16]=[CH:15][C:14]([OH:17])=[CH:13][CH:12]=3)[NH:8][C:5]2=[N:6][CH:7]=1.Br[CH2:19][CH2:20][CH2:21][N:22]1[C:30](=[O:31])[C:29]2[C:24](=[CH:25][CH:26]=[CH:27][CH:28]=2)[C:23]1=[O:32], predict the reaction product. The product is: [Br:1][C:2]1[CH:3]=[C:4]2[N:10]=[C:9]([C:11]3[CH:12]=[CH:13][C:14]([O:17][CH2:19][CH2:20][CH2:21][N:22]4[C:30](=[O:31])[C:29]5[C:24](=[CH:25][CH:26]=[CH:27][CH:28]=5)[C:23]4=[O:32])=[CH:15][CH:16]=3)[NH:8][C:5]2=[N:6][CH:7]=1. (5) Given the reactants I[C:2]1[C:11]2[N:10]([CH:12]3[CH2:17][CH2:16][CH2:15][CH:14]([CH2:18][NH:19][C:20](=[O:27])[C:21]4[CH:26]=[CH:25][CH:24]=[CH:23][CH:22]=4)[CH2:13]3)[C:9](=[O:28])[C:8]3=[C:29]([CH3:32])[O:30][N:31]=[C:7]3[C:6]=2[CH:5]=[CH:4][CH:3]=1.C(#N)C.[CH3:36][OH:37].CCN(CC)CC.C[C:46](C)=[O:47].ClCCl, predict the reaction product. The product is: [CH3:36][O:37][C:46]([C:2]1[CH:3]=[CH:4][CH:5]=[C:6]2[C:11]=1[N:10]([CH:12]1[CH2:17][CH2:16][CH2:15][CH:14]([CH2:18][NH:19][C:20](=[O:27])[C:21]3[CH:26]=[CH:25][CH:24]=[CH:23][CH:22]=3)[CH2:13]1)[C:9](=[O:28])[C:8]1=[C:29]([CH3:32])[O:30][N:31]=[C:7]21)=[O:47].